This data is from Forward reaction prediction with 1.9M reactions from USPTO patents (1976-2016). The task is: Predict the product of the given reaction. (1) The product is: [Br:1][C:2]1[CH:3]=[C:4]([NH:9][S:13]([CH:10]2[CH2:12][CH2:11]2)(=[O:15])=[O:14])[C:5]([CH3:8])=[N:6][CH:7]=1. Given the reactants [Br:1][C:2]1[CH:3]=[C:4]([NH2:9])[C:5]([CH3:8])=[N:6][CH:7]=1.[CH:10]1([S:13](Cl)(=[O:15])=[O:14])[CH2:12][CH2:11]1, predict the reaction product. (2) Given the reactants [CH3:1][C:2]1([CH3:16])[O:6][CH:5]([CH2:7][O:8][C:9]2[N:14]=[C:13]([NH2:15])[CH:12]=[CH:11][CH:10]=2)[CH2:4][O:3]1.[F:17][C:18]([F:38])([F:37])[C:19]1[CH:24]=[CH:23][CH:22]=[CH:21][C:20]=1[C:25]1[CH:26]=[CH:27][C:28]2[N:29]([C:31]([C:34](O)=[O:35])=[CH:32][N:33]=2)[N:30]=1.CN(C(ON1N=NC2C=CC=NC1=2)=[N+](C)C)C.F[P-](F)(F)(F)(F)F.CCN(C(C)C)C(C)C, predict the reaction product. The product is: [CH3:1][C:2]1([CH3:16])[O:6][CH:5]([CH2:7][O:8][C:9]2[N:14]=[C:13]([NH:15][C:34]([C:31]3[N:29]4[N:30]=[C:25]([C:20]5[CH:21]=[CH:22][CH:23]=[CH:24][C:19]=5[C:18]([F:38])([F:17])[F:37])[CH:26]=[CH:27][C:28]4=[N:33][CH:32]=3)=[O:35])[CH:12]=[CH:11][CH:10]=2)[CH2:4][O:3]1. (3) Given the reactants N1C2C(=CC=CC=2)C([CH2:10][CH2:11][NH:12][C:13]([N:15]2[CH2:18][CH:17]([CH2:19][CH2:20][CH2:21][CH2:22][NH:23][C:24](=[O:35])[CH2:25][O:26][CH2:27][C:28]3[CH:33]=[CH:32][C:31]([F:34])=[CH:30][CH:29]=3)[CH2:16]2)=[O:14])=C1.[CH3:36][N:37]1[C:41]2[CH:42]=[CH:43][CH:44]=[CH:45][C:40]=2[N:39]=C1CN, predict the reaction product. The product is: [F:34][C:31]1[CH:30]=[CH:29][C:28]([CH2:27][O:26][CH2:25][C:24]([NH:23][CH2:22][CH2:21][CH2:20][CH2:19][CH:17]2[CH2:16][N:15]([C:13]([NH:12][CH2:11][C:10]3[N:37]([CH3:36])[C:41]4[CH:42]=[CH:43][CH:44]=[CH:45][C:40]=4[N:39]=3)=[O:14])[CH2:18]2)=[O:35])=[CH:33][CH:32]=1. (4) Given the reactants Br[C:2]1[CH:6]=[CH:5][S:4][CH:3]=1.[Li]CCCC.[Br:12][CH2:13][CH2:14][CH2:15][CH2:16]Br, predict the reaction product. The product is: [Br:12][CH2:13][CH2:14][CH2:15][CH2:16][C:2]1[CH:6]=[CH:5][S:4][CH:3]=1. (5) Given the reactants [CH2:1]([O:3][C:4]([C:6]1[C:14]2[C:9](=[CH:10][C:11]([Cl:16])=[C:12]([OH:15])[CH:13]=2)[N:8]([C:17]2[CH:22]=[CH:21][C:20]([C:23]([CH3:26])([CH3:25])[CH3:24])=[CH:19][CH:18]=2)[C:7]=1[CH2:27][C:28]([O:30][CH2:31][CH3:32])=[O:29])=[O:5])[CH3:2].Cl[C:34]1[CH:44]=[CH:43][C:37]([C:38]([N:40]([CH3:42])[CH3:41])=[O:39])=[CH:36][N:35]=1.C([O-])([O-])=O.[K+].[K+], predict the reaction product. The product is: [CH2:1]([O:3][C:4]([C:6]1[C:14]2[C:9](=[CH:10][C:11]([Cl:16])=[C:12]([O:15][C:34]3[CH:44]=[CH:43][C:37]([C:38](=[O:39])[N:40]([CH3:41])[CH3:42])=[CH:36][N:35]=3)[CH:13]=2)[N:8]([C:17]2[CH:22]=[CH:21][C:20]([C:23]([CH3:25])([CH3:24])[CH3:26])=[CH:19][CH:18]=2)[C:7]=1[CH2:27][C:28]([O:30][CH2:31][CH3:32])=[O:29])=[O:5])[CH3:2].